From a dataset of Full USPTO retrosynthesis dataset with 1.9M reactions from patents (1976-2016). Predict the reactants needed to synthesize the given product. (1) The reactants are: Br[C:2]1[CH:3]=[CH:4][C:5]([C:8]([F:11])([F:10])[F:9])=[N:6][CH:7]=1.[CH:12]1([CH2:15][N:16]2[CH2:21][CH2:20][N:19]([C:22]([C@H:24]3[CH2:28][CH2:27][NH:26][CH2:25]3)=[O:23])[CH2:18][CH2:17]2)[CH2:14][CH2:13]1. Given the product [CH:12]1([CH2:15][N:16]2[CH2:21][CH2:20][N:19]([C:22]([C@H:24]3[CH2:28][CH2:27][N:26]([C:2]4[CH:7]=[N:6][C:5]([C:8]([F:11])([F:10])[F:9])=[CH:4][CH:3]=4)[CH2:25]3)=[O:23])[CH2:18][CH2:17]2)[CH2:13][CH2:14]1, predict the reactants needed to synthesize it. (2) Given the product [ClH:29].[CH3:21][O:20][C:18](=[O:19])[CH2:17][CH2:16][CH2:15][N:14]([CH2:22][C:23]1[CH:28]=[CH:27][CH:26]=[C:25]([Cl:29])[CH:24]=1)[C:13]([C@@:9]1([CH3:12])[CH2:10][CH2:11][NH:8]1)=[O:30], predict the reactants needed to synthesize it. The reactants are: C(OC([N:8]1[CH2:11][CH2:10][C@@:9]1([C:13](=[O:30])[N:14]([CH2:22][C:23]1[CH:28]=[CH:27][CH:26]=[C:25]([Cl:29])[CH:24]=1)[CH2:15][CH2:16][CH2:17][C:18]([O:20][CH3:21])=[O:19])[CH3:12])=O)(C)(C)C.Cl. (3) The reactants are: [Cl:1][C:2]1[CH:3]=[CH:4][C:5]2[NH:11][C:10](=O)[C@@H:9]([CH2:13][C:14]([O:16][CH2:17][CH3:18])=[O:15])[O:8][C@H:7]([C:19]3[C:28]4[O:27][CH2:26][CH2:25][O:24][C:23]=4[CH:22]=[CH:21][CH:20]=3)[C:6]=2[CH:29]=1.C(=O)([O-])O.[Na+].P12(SP3(SP(SP(S3)(S1)=S)(=S)S2)=S)=[S:36]. Given the product [Cl:1][C:2]1[CH:3]=[CH:4][C:5]2[NH:11][C:10](=[S:36])[C@@H:9]([CH2:13][C:14]([O:16][CH2:17][CH3:18])=[O:15])[O:8][C@H:7]([C:19]3[C:28]4[O:27][CH2:26][CH2:25][O:24][C:23]=4[CH:22]=[CH:21][CH:20]=3)[C:6]=2[CH:29]=1, predict the reactants needed to synthesize it. (4) Given the product [C:27]1([S:24]([NH:23][C:18]2[CH:19]=[CH:20][CH:21]=[CH:22][C:17]=2[CH:4]2[CH2:3][C:2]([CH3:1])([CH3:33])[C:11]3[C:6](=[CH:7][CH:8]=[C:9]([C:12]([OH:14])=[O:13])[CH:10]=3)[NH:5]2)(=[O:26])=[O:25])[CH:28]=[CH:29][CH:30]=[CH:31][CH:32]=1, predict the reactants needed to synthesize it. The reactants are: [CH3:1][C:2]1([CH3:33])[C:11]2[C:6](=[CH:7][CH:8]=[C:9]([C:12]([O:14]CC)=[O:13])[CH:10]=2)[NH:5][CH:4]([C:17]2[CH:22]=[CH:21][CH:20]=[CH:19][C:18]=2[NH:23][S:24]([C:27]2[CH:32]=[CH:31][CH:30]=[CH:29][CH:28]=2)(=[O:26])=[O:25])[CH2:3]1.O.[OH-].[Li+].[OH-].[Na+]. (5) Given the product [Br:1][C:2]1[C:11]2[C:6](=[CH:7][CH:8]=[C:9]([O:12][C@H:20]3[CH2:21][CH2:22][C@H:17]([C:13]([CH3:16])([CH3:15])[CH3:14])[CH2:18][CH2:19]3)[CH:10]=2)[CH:5]=[CH:4][CH:3]=1, predict the reactants needed to synthesize it. The reactants are: [Br:1][C:2]1[CH:3]=[CH:4][CH:5]=[C:6]2[C:11]=1[CH:10]=[C:9]([OH:12])[CH:8]=[CH:7]2.[C:13]([C@@H:17]1[CH2:22][CH2:21][C@H:20](O)[CH2:19][CH2:18]1)([CH3:16])([CH3:15])[CH3:14].C1C=CC(P(C2C=CC=CC=2)C2C=CC=CC=2)=CC=1.CC(OC(/N=N/C(OC(C)C)=O)=O)C.